From a dataset of Forward reaction prediction with 1.9M reactions from USPTO patents (1976-2016). Predict the product of the given reaction. (1) The product is: [ClH:1].[CH3:19][O:18][C:15]1[CH:16]=[CH:17][C:12]([NH:11][C:4]2[C:5]3[N:6]([N:8]=[CH:9][N:10]=3)[CH:7]=[C:2]([C:31]3[CH:32]=[CH:33][C:28]([C:27]([NH:26][CH2:25][CH2:24][N:23]([CH3:22])[CH3:44])=[O:43])=[CH:29][CH:30]=3)[CH:3]=2)=[N:13][C:14]=1[O:20][CH3:21]. Given the reactants [Cl:1][C:2]1[CH:3]=[C:4]([NH:11][C:12]2[CH:17]=[CH:16][C:15]([O:18][CH3:19])=[C:14]([O:20][CH3:21])[N:13]=2)[C:5]2[N:6]([N:8]=[CH:9][N:10]=2)[CH:7]=1.[CH3:22][N:23]([CH3:44])[CH2:24][CH2:25][NH:26][C:27](=[O:43])[C:28]1[CH:33]=[CH:32][C:31](B2OC(C)(C)C(C)(C)O2)=[CH:30][CH:29]=1.CC(C1C=C(C(C)C)C(C2C=CC=CC=2P(C2CCCCC2)C2CCCCC2)=C(C(C)C)C=1)C.C([O-])([O-])=O.[Na+].[Na+], predict the reaction product. (2) Given the reactants [I-:1].[Na+].Cl[CH2:4][CH2:5][CH2:6][C:7]([O:9][C:10]([CH3:13])([CH3:12])[CH3:11])=[O:8].O, predict the reaction product. The product is: [I:1][CH2:4][CH2:5][CH2:6][C:7]([O:9][C:10]([CH3:13])([CH3:12])[CH3:11])=[O:8]. (3) Given the reactants ClC1C(F)=C(C=C(C(F)(F)F)C=1)CN1CCC(COC2C(C3CC3)=CC(C(O)=O)=C(F)C=2)(F)CC1.[CH:36]1([C:39]2[C:40]([O:49][CH2:50][CH:51]3[CH2:56][CH2:55][N:54]([S:57]([CH:60]4[CH2:63][O:62][CH2:61]4)(=[O:59])=[O:58])[CH2:53][CH2:52]3)=[CH:41][C:42]([F:48])=[C:43]([CH:47]=2)[C:44]([OH:46])=O)[CH2:38][CH2:37]1.CS(N)(=O)=O.[CH:69]1([S:72]([NH2:75])(=[O:74])=[O:73])[CH2:71][CH2:70]1, predict the reaction product. The product is: [CH:36]1([C:39]2[C:40]([O:49][CH2:50][CH:51]3[CH2:56][CH2:55][N:54]([S:57]([CH:60]4[CH2:61][O:62][CH2:63]4)(=[O:59])=[O:58])[CH2:53][CH2:52]3)=[CH:41][C:42]([F:48])=[C:43]([CH:47]=2)[C:44]([NH:75][S:72]([CH:69]2[CH2:71][CH2:70]2)(=[O:74])=[O:73])=[O:46])[CH2:37][CH2:38]1. (4) Given the reactants [F:1][C:2]1[CH:8]=[C:7]([F:9])[CH:6]=[CH:5][C:3]=1[NH2:4].Cl[C:11](=[O:16])[C:12]([O:14][CH3:15])=[O:13], predict the reaction product. The product is: [CH3:15][O:14][C:12](=[O:13])[C:11]([NH:4][C:3]1[CH:5]=[CH:6][C:7]([F:9])=[CH:8][C:2]=1[F:1])=[O:16]. (5) Given the reactants [NH2:1][CH:2]1[CH2:7][CH2:6][CH:5]([OH:8])[CH2:4][CH2:3]1.[C:9]1(=O)[C:17]2[C:12](=[CH:13][CH:14]=[CH:15][CH:16]=2)[C:11](=[O:18])[O:10]1, predict the reaction product. The product is: [OH:8][CH:5]1[CH2:6][CH2:7][CH:2]([N:1]2[C:9](=[O:10])[C:17]3[C:12](=[CH:13][CH:14]=[CH:15][CH:16]=3)[C:11]2=[O:18])[CH2:3][CH2:4]1. (6) Given the reactants [CH3:1][C:2]1[C:10]([N+:11]([O-:13])=[O:12])=[CH:9][C:8]([N+:14]([O-:16])=[O:15])=[CH:7][C:3]=1[C:4]([OH:6])=[O:5].CO[CH:19](OC)[N:20]([CH3:22])[CH3:21].[CH3:25]N(C)C=O, predict the reaction product. The product is: [CH3:25][O:5][C:4](=[O:6])[C:3]1[CH:7]=[C:8]([N+:14]([O-:16])=[O:15])[CH:9]=[C:10]([N+:11]([O-:13])=[O:12])[C:2]=1[CH:1]=[CH:19][N:20]([CH3:22])[CH3:21]. (7) Given the reactants C1C=CC2N(O)N=NC=2C=1.O.[CH:12]1([CH2:15][C:16]([OH:18])=O)[CH2:14][CH2:13]1.O[NH:20][C:21]([N:23]1[CH2:28][CH2:27][CH:26]([CH2:29][CH2:30][CH2:31][O:32][C:33]2[CH:45]=[CH:44][C:36]([C:37]([NH:39][C@H:40]([CH3:43])[CH2:41][OH:42])=[O:38])=[C:35]([CH3:46])[CH:34]=2)[CH2:25][CH2:24]1)=[NH:22].CCN=C=NCCCN(C)C, predict the reaction product. The product is: [CH:12]1([CH2:15][C:16]2[O:18][N:20]=[C:21]([N:23]3[CH2:24][CH2:25][CH:26]([CH2:29][CH2:30][CH2:31][O:32][C:33]4[CH:45]=[CH:44][C:36]([C:37]([NH:39][C@H:40]([CH3:43])[CH2:41][OH:42])=[O:38])=[C:35]([CH3:46])[CH:34]=4)[CH2:27][CH2:28]3)[N:22]=2)[CH2:13][CH2:14]1. (8) Given the reactants [Cl:1][C:2]1[N:3]=[CH:4][NH:5][C:6]=1[Cl:7].[OH-].[K+].[Br:10][CH2:11][CH3:12].[K+].[Br-].BrCC[C:18]1[C:27]2[C:22](=[CH:23][CH:24]=[CH:25][CH:26]=2)[CH:21]=[CH:20][CH:19]=1.[C:28](#N)[CH3:29], predict the reaction product. The product is: [Br-:10].[CH2:28]([N+:3]1[C:2]([Cl:1])=[C:6]([Cl:7])[N:5]([C:21]2[C:22]3[C:27](=[CH:26][CH:25]=[CH:24][CH:23]=3)[CH:18]=[CH:19][C:20]=2[CH2:11][CH3:12])[CH:4]=1)[CH3:29]. (9) Given the reactants CON(C)[C:4]([C:6]1[CH:7]=[CH:8][CH:9]=[C:10]2[C:15]=1[CH:14]=[N:13][CH:12]=[CH:11]2)=[O:5].[CH3:17][Mg]Br, predict the reaction product. The product is: [CH:14]1[C:15]2[C:10](=[CH:9][CH:8]=[CH:7][C:6]=2[C:4](=[O:5])[CH3:17])[CH:11]=[CH:12][N:13]=1. (10) The product is: [C:4]1([C:1]([C:10]2[CH:15]=[CH:14][C:13]([O:17][CH2:21][CH2:22][OH:23])=[CH:12][CH:11]=2)([CH3:3])[CH3:2])[CH:9]=[CH:8][CH:7]=[CH:6][CH:5]=1. Given the reactants [C:1]([C:10]1[CH:15]=[CH:14][CH:13]=[CH:12][C:11]=1O)([C:4]1[CH:9]=[CH:8][CH:7]=[CH:6][CH:5]=1)([CH3:3])[CH3:2].[OH-:17].[Na+].O.Cl[CH2:21][CH2:22][OH:23], predict the reaction product.